This data is from Peptide-MHC class I binding affinity with 185,985 pairs from IEDB/IMGT. The task is: Regression. Given a peptide amino acid sequence and an MHC pseudo amino acid sequence, predict their binding affinity value. This is MHC class I binding data. (1) The peptide sequence is RTGTRLLGR. The MHC is HLA-A11:01 with pseudo-sequence HLA-A11:01. The binding affinity (normalized) is 0.511. (2) The peptide sequence is EVADRVIFM. The MHC is HLA-A01:01 with pseudo-sequence HLA-A01:01. The binding affinity (normalized) is 0.0847. (3) The peptide sequence is VLNPYMPTV. The MHC is HLA-A02:01 with pseudo-sequence HLA-A02:01. The binding affinity (normalized) is 0.957. (4) The peptide sequence is KQNKFGDSPL. The MHC is HLA-A02:06 with pseudo-sequence HLA-A02:06. The binding affinity (normalized) is 0.211.